Dataset: Forward reaction prediction with 1.9M reactions from USPTO patents (1976-2016). Task: Predict the product of the given reaction. (1) Given the reactants [CH2:1]([CH:3]1[C:8](OS(C(F)(F)F)(=O)=O)=[CH:7][CH2:6][N:5]([C:17]([O:19][C:20]([CH3:23])([CH3:22])[CH3:21])=[O:18])[CH2:4]1)[CH3:2].C([O-])(=O)C.[K+].[B:29]1([B:29]2[O:33][C:32]([CH3:35])([CH3:34])[C:31]([CH3:37])([CH3:36])[O:30]2)[O:33][C:32]([CH3:35])([CH3:34])[C:31]([CH3:37])([CH3:36])[O:30]1.O, predict the reaction product. The product is: [CH2:1]([CH:3]1[C:8]([B:29]2[O:33][C:32]([CH3:35])([CH3:34])[C:31]([CH3:37])([CH3:36])[O:30]2)=[CH:7][CH2:6][N:5]([C:17]([O:19][C:20]([CH3:23])([CH3:22])[CH3:21])=[O:18])[CH2:4]1)[CH3:2]. (2) Given the reactants [C:1]([C:5]1[CH:9]=[C:8]([CH2:10][O:11][C:12]2[CH:17]=[CH:16][CH:15]=[CH:14][CH:13]=2)[N:7]([CH2:18][C:19]2[CH:24]=[CH:23][C:22]([CH2:25][O:26]COC)=[CH:21][CH:20]=2)[N:6]=1)([CH3:4])([CH3:3])[CH3:2].Cl.CO, predict the reaction product. The product is: [C:1]([C:5]1[CH:9]=[C:8]([CH2:10][O:11][C:12]2[CH:17]=[CH:16][CH:15]=[CH:14][CH:13]=2)[N:7]([CH2:18][C:19]2[CH:24]=[CH:23][C:22]([CH2:25][OH:26])=[CH:21][CH:20]=2)[N:6]=1)([CH3:4])([CH3:2])[CH3:3]. (3) Given the reactants Cl.[CH3:2][C:3]1[CH:8]=[C:7]([CH3:9])[NH:6][C:5](=O)[N:4]=1.O=P(Cl)(Cl)[Cl:13], predict the reaction product. The product is: [Cl:13][C:5]1[N:4]=[C:3]([CH3:2])[CH:8]=[C:7]([CH3:9])[N:6]=1. (4) Given the reactants [N+:1]([C:4]1[CH:10]=[CH:9][C:7]([NH2:8])=[CH:6][C:5]=1[O:11][C:12]1[CH:17]=[CH:16][C:15]([CH:18]=[CH2:19])=[CH:14][CH:13]=1)([O-])=O.[Sn](Cl)Cl.Cl.[OH-].[K+], predict the reaction product. The product is: [CH:18]([C:15]1[CH:16]=[CH:17][C:12]([O:11][C:5]2[CH:6]=[C:7]([NH2:8])[CH:9]=[CH:10][C:4]=2[NH2:1])=[CH:13][CH:14]=1)=[CH2:19]. (5) Given the reactants [CH:1]1([C:4]2[NH:8][N:7]=[C:6]([NH:9][C:10]3[C:15]([F:16])=[CH:14][N:13]=[C:12]([C:17]4[S:21][C:20]([C:22](=[O:24])[CH3:23])=[CH:19][CH:18]=4)[N:11]=3)[CH:5]=2)[CH2:3][CH2:2]1.CB1N2CCC[C@H]2C(C2C=CC=CC=2)(C2C=CC=CC=2)O1.B.C1COCC1, predict the reaction product. The product is: [CH:1]1([C:4]2[NH:8][N:7]=[C:6]([NH:9][C:10]3[C:15]([F:16])=[CH:14][N:13]=[C:12]([C:17]4[S:21][C:20]([C@H:22]([OH:24])[CH3:23])=[CH:19][CH:18]=4)[N:11]=3)[CH:5]=2)[CH2:3][CH2:2]1. (6) Given the reactants C(O[Si:4]([CH:26]([CH3:28])[CH3:27])([CH:23]([CH3:25])[CH3:24])[CH2:5][CH2:6][CH2:7][NH:8][C:9]([C:11]1[CH:16]=[CH:15][C:14]([C:17]2[CH:22]=[CH:21][CH:20]=[CH:19][CH:18]=2)=[CH:13][CH:12]=1)=[O:10])C.B(F)(F)[F:30].CCOCC, predict the reaction product. The product is: [F:30][Si:4]([CH:26]([CH3:28])[CH3:27])([CH:23]([CH3:25])[CH3:24])[CH2:5][CH2:6][CH2:7][NH:8][C:9]([C:11]1[CH:16]=[CH:15][C:14]([C:17]2[CH:22]=[CH:21][CH:20]=[CH:19][CH:18]=2)=[CH:13][CH:12]=1)=[O:10]. (7) Given the reactants [O:1]=[C:2]1[CH:7]([C:8]2[CH:13]=[CH:12][CH:11]=[CH:10][CH:9]=2)[CH2:6][CH2:5][CH2:4][N:3]1[CH2:14][C:15]([OH:17])=O.Cl.[F:19][C:20]1[CH:21]=[C:22]2[C:26](=[CH:27][CH:28]=1)[CH2:25][NH:24][CH2:23]2.C(N=C=NCCCN(C)C)C, predict the reaction product. The product is: [F:19][C:20]1[CH:21]=[C:22]2[C:26](=[CH:27][CH:28]=1)[CH2:25][N:24]([C:15](=[O:17])[CH2:14][N:3]1[CH2:4][CH2:5][CH2:6][CH:7]([C:8]3[CH:9]=[CH:10][CH:11]=[CH:12][CH:13]=3)[C:2]1=[O:1])[CH2:23]2.